Dataset: Peptide-MHC class I binding affinity with 185,985 pairs from IEDB/IMGT. Task: Regression. Given a peptide amino acid sequence and an MHC pseudo amino acid sequence, predict their binding affinity value. This is MHC class I binding data. (1) The peptide sequence is HLLAEMNRKR. The MHC is HLA-A68:01 with pseudo-sequence HLA-A68:01. The binding affinity (normalized) is 0.126. (2) The peptide sequence is LYSHPIILGFR. The MHC is Patr-A0901 with pseudo-sequence Patr-A0901. The binding affinity (normalized) is 0.255. (3) The peptide sequence is DLKRIGASL. The MHC is HLA-A02:03 with pseudo-sequence HLA-A02:03. The binding affinity (normalized) is 0.0847. (4) The peptide sequence is LQRFSVAPM. The MHC is HLA-B35:01 with pseudo-sequence HLA-B35:01. The binding affinity (normalized) is 0.280.